Dataset: Forward reaction prediction with 1.9M reactions from USPTO patents (1976-2016). Task: Predict the product of the given reaction. Given the reactants [N:1]1[CH:6]=[CH:5][CH:4]=[CH:3][C:2]=1[CH:7]=O.[Cl:9][C:10]1[C:11]([N:20]([CH3:22])[NH2:21])=[N:12][CH:13]=[C:14]([C:16]([F:19])([F:18])[F:17])[CH:15]=1, predict the reaction product. The product is: [Cl:9][C:10]1[C:11]([N:20]([CH3:22])[N:21]=[CH:7][C:2]2[CH:3]=[CH:4][CH:5]=[CH:6][N:1]=2)=[N:12][CH:13]=[C:14]([C:16]([F:19])([F:17])[F:18])[CH:15]=1.